This data is from Full USPTO retrosynthesis dataset with 1.9M reactions from patents (1976-2016). The task is: Predict the reactants needed to synthesize the given product. (1) Given the product [C:1]([O:5][C:6]([N:8]1[CH2:15][CH:14]2[N:16]([CH2:37][C:36]3[CH:39]=[CH:40][C:33]([F:32])=[CH:34][CH:35]=3)[CH:10]([CH2:11][N:12]([C:17](=[O:31])[CH2:18][O:19][C:20]3[CH:25]=[CH:24][C:23]([Cl:26])=[CH:22][C:21]=3[NH:27][C:28](=[O:30])[CH3:29])[CH2:13]2)[CH2:9]1)=[O:7])([CH3:4])([CH3:2])[CH3:3], predict the reactants needed to synthesize it. The reactants are: [C:1]([O:5][C:6]([N:8]1[CH2:15][CH:14]2[NH:16][CH:10]([CH2:11][N:12]([C:17](=[O:31])[CH2:18][O:19][C:20]3[CH:25]=[CH:24][C:23]([Cl:26])=[CH:22][C:21]=3[NH:27][C:28](=[O:30])[CH3:29])[CH2:13]2)[CH2:9]1)=[O:7])([CH3:4])([CH3:3])[CH3:2].[F:32][C:33]1[CH:40]=[CH:39][C:36]([CH2:37]Cl)=[CH:35][CH:34]=1.C([O-])([O-])=O.[K+].[K+]. (2) Given the product [Cl:22][C:20]1[CH:19]=[CH:18][C:16]2[N:17]=[C:13]([NH:12][C:10]3[N:9]([CH3:23])[C:8]4[CH:24]=[CH:25][C:5]([C:3]([OH:4])=[O:2])=[CH:6][C:7]=4[N:11]=3)[S:14][C:15]=2[CH:21]=1, predict the reactants needed to synthesize it. The reactants are: C[O:2][C:3]([C:5]1[CH:25]=[CH:24][C:8]2[N:9]([CH3:23])[C:10]([NH:12][C:13]3[S:14][C:15]4[CH:21]=[C:20]([Cl:22])[CH:19]=[CH:18][C:16]=4[N:17]=3)=[N:11][C:7]=2[CH:6]=1)=[O:4].[OH-].[Li+].